From a dataset of Forward reaction prediction with 1.9M reactions from USPTO patents (1976-2016). Predict the product of the given reaction. (1) Given the reactants [CH:1]1([O:5][C:6]2[C:15]([C:16]3[CH:20]=[N:19][N:18]4[CH2:21][CH2:22][N:23](C(OC(C)(C)C)=O)[C:17]=34)=[CH:14][CH:13]=[C:12]3[C:7]=2[CH2:8][CH2:9][C@H:10]([CH3:36])[N:11]3[C:31]([CH:33]2[CH2:35][CH2:34]2)=[O:32])[CH2:4][CH2:3][CH2:2]1.FC(F)(F)C(O)=O, predict the reaction product. The product is: [CH:1]1([O:5][C:6]2[C:15]([C:16]3[CH:20]=[N:19][N:18]4[CH2:21][CH2:22][NH:23][C:17]=34)=[CH:14][CH:13]=[C:12]3[C:7]=2[CH2:8][CH2:9][C@H:10]([CH3:36])[N:11]3[C:31]([CH:33]2[CH2:34][CH2:35]2)=[O:32])[CH2:4][CH2:3][CH2:2]1. (2) Given the reactants [CH3:1][O:2][C:3](=[O:22])[C:4]1[CH:9]=[CH:8][C:7]([O:10][CH2:11][C:12]2[CH:21]=[CH:20][C:19]3[C:14](=[CH:15][CH:16]=[CH:17][CH:18]=3)[N:13]=2)=[CH:6][CH:5]=1.COC(=O)C1C=CC(O)=C([Cl:33])C=1, predict the reaction product. The product is: [CH3:1][O:2][C:3](=[O:22])[C:4]1[CH:9]=[CH:8][C:7]([O:10][CH2:11][C:12]2[CH:21]=[CH:20][C:19]3[C:14](=[CH:15][CH:16]=[CH:17][CH:18]=3)[N:13]=2)=[C:6]([Cl:33])[CH:5]=1. (3) Given the reactants Br[C:2]1[C:7]2=[N:8][C:9]([C:12]([NH:14][C:15]3([C:18]#[N:19])[CH2:17][CH2:16]3)=[O:13])=[CH:10][N:11]=[C:6]2[CH:5]=[N:4][CH:3]=1.[F:20][C:21]([F:32])([F:31])[C:22]1[CH:27]=[CH:26][C:25](B(O)O)=[CH:24][CH:23]=1.C(=O)([O-])[O-].[Cs+].[Cs+].O1CCOCC1, predict the reaction product. The product is: [C:18]([C:15]1([NH:14][C:12]([C:9]2[N:8]=[C:7]3[C:2]([C:25]4[CH:26]=[CH:27][C:22]([C:21]([F:32])([F:31])[F:20])=[CH:23][CH:24]=4)=[CH:3][N:4]=[CH:5][C:6]3=[N:11][CH:10]=2)=[O:13])[CH2:17][CH2:16]1)#[N:19]. (4) The product is: [Cl:38][C:17]1[N:22]=[C:21]([C:23]2[CH:35]=[C:34]([F:36])[C:26]3[N:27]=[C:28]([CH3:33])[N:29]([CH:30]([CH3:32])[CH3:31])[C:25]=3[CH:24]=2)[C:20]([F:37])=[CH:19][N:18]=1. Given the reactants C(N1CCN(CC2C=CC(N[C:17]3[N:22]=[C:21]([C:23]4[CH:35]=[C:34]([F:36])[C:26]5[N:27]=[C:28]([CH3:33])[N:29]([CH:30]([CH3:32])[CH3:31])[C:25]=5[CH:24]=4)[C:20]([F:37])=[CH:19][N:18]=3)=NC=2)CC1)C.[Cl:38]C1N=CC=CN=1, predict the reaction product. (5) Given the reactants [C:1]([O:5][C:6]([NH:8][C@:9]1([C:14]([OH:16])=O)[CH2:11][C@H:10]1[CH:12]=[CH2:13])=[O:7])([CH3:4])([CH3:3])[CH3:2].C(N1C=CN=C1)(N1C=CN=C1)=O.[CH2:29]([O:36][C:37]1[CH:38]=[C:39]([S:43]([NH2:46])(=[O:45])=[O:44])[CH:40]=[CH:41][CH:42]=1)[C:30]1[CH:35]=[CH:34][CH:33]=[CH:32][CH:31]=1.C1CCN2C(=NCCC2)CC1, predict the reaction product. The product is: [C:1]([O:5][C:6](=[O:7])[NH:8][C@:9]1([C:14]([NH:46][S:43]([C:39]2[CH:40]=[CH:41][CH:42]=[C:37]([O:36][CH2:29][C:30]3[CH:35]=[CH:34][CH:33]=[CH:32][CH:31]=3)[CH:38]=2)(=[O:44])=[O:45])=[O:16])[CH2:11][C@H:10]1[CH:12]=[CH2:13])([CH3:2])([CH3:3])[CH3:4]. (6) Given the reactants [Br:1][C:2]1[CH:3]=[C:4]([CH2:11][OH:12])[CH:5]=[C:6]([N+:8]([O-:10])=[O:9])[CH:7]=1.I[CH3:14].[H-].[Na+], predict the reaction product. The product is: [Br:1][C:2]1[CH:7]=[C:6]([N+:8]([O-:10])=[O:9])[CH:5]=[C:4]([CH2:11][O:12][CH3:14])[CH:3]=1.